Dataset: Forward reaction prediction with 1.9M reactions from USPTO patents (1976-2016). Task: Predict the product of the given reaction. (1) Given the reactants [CH3:1][C:2]1[C:10]2[C:5](=[N:6][C:7]([C:22]3[CH:27]=[CH:26][C:25]([OH:28])=[CH:24][CH:23]=3)=[CH:8][C:9]=2[CH2:11][N:12]2[CH2:17][C:16]([CH3:19])([CH3:18])[NH:15][CH2:14][C:13]2([CH3:21])[CH3:20])[N:4](C2CCCCO2)[N:3]=1.Cl, predict the reaction product. The product is: [CH3:1][C:2]1[C:10]2[C:5](=[N:6][C:7]([C:22]3[CH:23]=[CH:24][C:25]([OH:28])=[CH:26][CH:27]=3)=[CH:8][C:9]=2[CH2:11][N:12]2[CH2:17][C:16]([CH3:18])([CH3:19])[NH:15][CH2:14][C:13]2([CH3:21])[CH3:20])[NH:4][N:3]=1. (2) Given the reactants [F:1][C:2]1([F:11])[CH2:5][CH:4]([C:6](=O)[CH2:7][C:8]#[N:9])[CH2:3]1.O.[NH2:13][NH2:14], predict the reaction product. The product is: [F:1][C:2]1([F:11])[CH2:5][CH:4]([C:6]2[NH:14][N:13]=[C:8]([NH2:9])[CH:7]=2)[CH2:3]1. (3) Given the reactants N([O-])=[O:2].[Na+].[F:5][C:6]([F:15])([F:14])[C:7]1[N:8]=[CH:9][C:10](N)=[N:11][CH:12]=1, predict the reaction product. The product is: [F:5][C:6]([F:15])([F:14])[C:7]1[N:8]=[CH:9][C:10](=[O:2])[NH:11][CH:12]=1. (4) Given the reactants [CH:1]1([N:8]2[C:11](=[O:12])[C:10]([CH3:14])([CH3:13])[NH:9]2)[CH2:7][CH2:6][CH2:5][CH2:4][CH2:3][CH2:2]1.[Cl:15][C:16]1[CH:23]=[CH:22][C:21]([Cl:24])=[CH:20][C:17]=1[CH2:18]Br, predict the reaction product. The product is: [CH:1]1([N:8]2[C:11](=[O:12])[C:10]([CH3:14])([CH3:13])[N:9]2[CH2:18][C:17]2[CH:20]=[C:21]([Cl:24])[CH:22]=[CH:23][C:16]=2[Cl:15])[CH2:2][CH2:3][CH2:4][CH2:5][CH2:6][CH2:7]1. (5) Given the reactants C([O-])([O-])=O.[Cs+].[Cs+].[Na+].[I-].[OH:9][C:10]1[CH:15]=[CH:14][C:13]2[C:16]3([CH2:31][O:32][C:12]=2[CH:11]=1)[CH2:21][CH2:20][N:19]([CH2:22][CH2:23][C:24]([O:26][C:27]([CH3:30])([CH3:29])[CH3:28])=[O:25])[CH2:18][CH2:17]3.BrC[CH2:35][C:36]1[CH:41]=[CH:40][CH:39]=[CH:38][C:37]=1[Cl:42], predict the reaction product. The product is: [Cl:42][C:37]1[CH:38]=[CH:39][CH:40]=[CH:41][C:36]=1[CH2:35][O:9][C:10]1[CH:15]=[CH:14][C:13]2[C:16]3([CH2:31][O:32][C:12]=2[CH:11]=1)[CH2:21][CH2:20][N:19]([CH2:22][CH2:23][C:24]([O:26][C:27]([CH3:28])([CH3:29])[CH3:30])=[O:25])[CH2:18][CH2:17]3. (6) Given the reactants [OH:1][C:2]1[CH:3]=[CH:4][C:5]2[C:17](=[O:18])[C:16]3[C:15]4[C:10](=[CH:11][C:12]([C:19]#[N:20])=[CH:13][CH:14]=4)[NH:9][C:8]=3[C:7]([CH3:22])([CH3:21])[C:6]=2[CH:23]=1.[C:24]([SiH2:28][O:29][C:30]([CH3:41])([CH3:40])[C@@H:31]1[O:35][C:34]([CH3:37])([CH3:36])[O:33][C@@H:32]1[CH2:38]O)([CH3:27])([CH3:26])[CH3:25], predict the reaction product. The product is: [C:24]([SiH2:28][O:29][C:30]([CH3:40])([CH3:41])[C@H:31]1[O:35][C:34]([CH3:37])([CH3:36])[O:33][C@@H:32]1[CH2:38][O:1][C:2]1[CH:3]=[CH:4][C:5]2[C:17](=[O:18])[C:16]3[C:15]4[C:10](=[CH:11][C:12]([C:19]#[N:20])=[CH:13][CH:14]=4)[NH:9][C:8]=3[C:7]([CH3:21])([CH3:22])[C:6]=2[CH:23]=1)([CH3:27])([CH3:25])[CH3:26]. (7) The product is: [CH2:6]([C:7]1[N:8]=[C:9]([CH2:29][CH:30]([CH3:32])[CH3:31])[C:10]2[N:15]=[C:14]([C:16]3[CH:26]=[C:25]([CH3:27])[C:19]([O:20][CH2:21][C:22]([OH:24])=[O:23])=[C:18]([CH3:28])[CH:17]=3)[O:13][C:11]=2[N:12]=1)[C:5]1[CH:4]=[CH:3][CH:2]=[CH:34][CH:33]=1. Given the reactants Cl[C:2]1[CH:34]=[CH:33][C:5]([CH2:6][C:7]2[N:8]=[C:9]([CH2:29][CH:30]([CH3:32])[CH3:31])[C:10]3[N:15]=[C:14]([C:16]4[CH:26]=[C:25]([CH3:27])[C:19]([O:20][CH2:21][C:22]([OH:24])=[O:23])=[C:18]([CH3:28])[CH:17]=4)[O:13][C:11]=3[N:12]=2)=[CH:4][CH:3]=1, predict the reaction product.